Dataset: Reaction yield outcomes from USPTO patents with 853,638 reactions. Task: Predict the reaction yield, written as a fraction of the theoretical maximum amount of product (1.0 means a 100% yield; for example, 0.34 means a 34% yield). The reactants are [NH2:1][C:2]1[CH:3]=[C:4]([CH:8]=[CH:9][CH:10]=1)[C:5]([OH:7])=[O:6].[OH-].[Na+].[C:13](Cl)(=[O:20])[C:14]1[CH:19]=[CH:18][CH:17]=[CH:16][CH:15]=1.Cl. The catalyst is O. The product is [C:13]([NH:1][C:2]1[CH:3]=[C:4]([CH:8]=[CH:9][CH:10]=1)[C:5]([OH:7])=[O:6])(=[O:20])[C:14]1[CH:19]=[CH:18][CH:17]=[CH:16][CH:15]=1. The yield is 0.800.